From a dataset of Reaction yield outcomes from USPTO patents with 853,638 reactions. Predict the reaction yield, written as a fraction of the theoretical maximum amount of product (1.0 means a 100% yield; for example, 0.34 means a 34% yield). (1) The reactants are [Br:1][C:2]1[CH:7]=[CH:6][C:5]([C@@H:8]([N:10]2[CH2:15][CH2:14][C@:13]([CH2:22][C:23]([CH3:25])=[CH2:24])([C:16]3[CH:21]=[CH:20][CH:19]=[CH:18][CH:17]=3)[NH:12]C2=O)[CH3:9])=[CH:4][CH:3]=1.S([C:37]#[N:38])(C1C=CC(C)=CC=1)(=O)=O.C(OO)(C)(C)C.C1([SiH3])C=CC=CC=1.C[CH2:53][OH:54]. The catalyst is [Co]. The product is [Br:1][C:2]1[CH:3]=[CH:4][C:5]([C@@H:8]([N:10]2[CH2:15][CH2:14][C@:13]([CH2:22][C:23]([CH3:24])([CH3:25])[C:37]#[N:38])([C:16]3[CH:17]=[CH:18][CH:19]=[CH:20][CH:21]=3)[NH:12][C:53]2=[O:54])[CH3:9])=[CH:6][CH:7]=1. The yield is 0.0450. (2) The reactants are Cl[C:2]1[CH:3]=[C:4]([F:25])[C:5]2[N:6]([C:8]([CH2:11][O:12][C:13]3[C:22]4[C:17](=[CH:18][C:19]([O:23][CH3:24])=[CH:20][CH:21]=4)[N:16]=[CH:15][CH:14]=3)=[N:9][N:10]=2)[CH:7]=1.CC(C1C=C(C(C)C)C(C2C=CC=CC=2P(C2CCCCC2)C2CCCCC2)=C(C(C)C)C=1)C.[CH3:60][C:61]1[CH:65]=[C:64]([Sn](C)(C)C)[S:63][N:62]=1. The catalyst is C([O-])(=O)C.[Pd+2].C([O-])(=O)C.O1CCOCC1. The product is [F:25][C:4]1[C:5]2[N:6]([C:8]([CH2:11][O:12][C:13]3[C:22]4[C:17](=[CH:18][C:19]([O:23][CH3:24])=[CH:20][CH:21]=4)[N:16]=[CH:15][CH:14]=3)=[N:9][N:10]=2)[CH:7]=[C:2]([C:64]2[S:63][N:62]=[C:61]([CH3:60])[CH:65]=2)[CH:3]=1. The yield is 0.510. (3) The reactants are [Cl:1][C:2]1[N:7]=[C:6]([CH2:8][C:9]([C:11]2[CH:12]=[C:13]([NH:17][S:18]([C:21]3[C:26]([F:27])=[CH:25][CH:24]=[CH:23][C:22]=3[F:28])(=[O:20])=[O:19])[CH:14]=[CH:15][CH:16]=2)=O)[CH:5]=[CH:4][N:3]=1.C1C(=O)N(Br)C(=O)C1.[N:37]1([C:42](=[S:44])[NH2:43])[CH2:41][CH2:40][CH2:39][CH2:38]1. The catalyst is C(Cl)Cl. The product is [Cl:1][C:2]1[N:7]=[C:6]([C:8]2[S:44][C:42]([N:37]3[CH2:41][CH2:40][CH2:39][CH2:38]3)=[N:43][C:9]=2[C:11]2[CH:12]=[C:13]([NH:17][S:18]([C:21]3[C:26]([F:27])=[CH:25][CH:24]=[CH:23][C:22]=3[F:28])(=[O:20])=[O:19])[CH:14]=[CH:15][CH:16]=2)[CH:5]=[CH:4][N:3]=1. The yield is 0.410. (4) The catalyst is C(O)C. The reactants are [Cl:1][C:2]1[CH:3]=[C:4]([CH:10]=[C:11]([Cl:14])[C:12]=1[OH:13])[C:5](OCC)=[O:6].O.[NH2:16][NH2:17]. The yield is 0.500. The product is [Cl:1][C:2]1[CH:3]=[C:4]([CH:10]=[C:11]([Cl:14])[C:12]=1[OH:13])[C:5]([NH:16][NH2:17])=[O:6].